This data is from hERG potassium channel inhibition data for cardiac toxicity prediction from Karim et al.. The task is: Regression/Classification. Given a drug SMILES string, predict its toxicity properties. Task type varies by dataset: regression for continuous values (e.g., LD50, hERG inhibition percentage) or binary classification for toxic/non-toxic outcomes (e.g., AMES mutagenicity, cardiotoxicity, hepatotoxicity). Dataset: herg_karim. (1) The compound is c1ccc2c3c([nH]c2c1)[C@@H](C1CCOCC1)N[C@@H](c1nc(-c2ccsc2)c[nH]1)C3. The result is 1 (blocker). (2) The molecule is COC1COCCC1N[C@@H]1C[C@H]2CCC[C@@]2(C(=O)N2CCc3ncc(Br)cc3C2)C1. The result is 0 (non-blocker). (3) The molecule is Cc1ccn(C2CCN(c3nc4ccccc4n3Cc3ccc(F)cc3)CC2)n1. The result is 1 (blocker). (4) The compound is CC(C)(C)OC(=O)NCCC[NH+](Cc1cncn1Cc1ccc(C#N)cc1)[C@@H]1CCN(Cc2cccc(Cl)c2)C1=O. The result is 1 (blocker). (5) The compound is Cn1c(SCCCN2CC[C@]3(C[C@@H]3c3ccc(C(F)(F)F)cc3)C2)nnc1-c1cccc(C(N)=O)c1. The result is 1 (blocker).